From a dataset of Peptide-MHC class I binding affinity with 185,985 pairs from IEDB/IMGT. Regression. Given a peptide amino acid sequence and an MHC pseudo amino acid sequence, predict their binding affinity value. This is MHC class I binding data. (1) The peptide sequence is RILHNFAYSL. The MHC is HLA-A68:01 with pseudo-sequence HLA-A68:01. The binding affinity (normalized) is 0.0515. (2) The peptide sequence is KLTDKKTFI. The MHC is HLA-A02:01 with pseudo-sequence HLA-A02:01. The binding affinity (normalized) is 0.351. (3) The peptide sequence is GPMVAGGLL. The MHC is HLA-B07:02 with pseudo-sequence HLA-B07:02. The binding affinity (normalized) is 0.949. (4) The peptide sequence is KRLRLIHLLHQT. The MHC is Mamu-B08 with pseudo-sequence Mamu-B08. The binding affinity (normalized) is 0.739. (5) The peptide sequence is LFFPFGLFK. The MHC is HLA-A68:02 with pseudo-sequence HLA-A68:02. The binding affinity (normalized) is 0.0847.